Dataset: Catalyst prediction with 721,799 reactions and 888 catalyst types from USPTO. Task: Predict which catalyst facilitates the given reaction. (1) Reactant: [CH3:1][N:2](/[CH:4]=[C:5]1\[C:6](=[O:14])[NH:7][C:8]2[C:13]\1=[CH:12][CH:11]=[CH:10][CH:9]=2)[CH3:3].[H-].[Na+].[CH2:17](Br)[C:18]1[CH:23]=[CH:22][CH:21]=[CH:20][CH:19]=1. Product: [CH2:17]([N:7]1[C:8]2[C:13](=[CH:12][CH:11]=[CH:10][CH:9]=2)/[C:5](=[CH:4]/[N:2]([CH3:1])[CH3:3])/[C:6]1=[O:14])[C:18]1[CH:23]=[CH:22][CH:21]=[CH:20][CH:19]=1. The catalyst class is: 3. (2) Reactant: [Mg].Br[C:3]1[S:4][CH:5]=[CH:6][CH:7]=1.[S:8]([C:11]1[NH:12][CH:13]=[CH:14][CH:15]=1)C#N.[Cl-].[NH4+]. Product: [S:4]1[CH:5]=[CH:6][CH:7]=[C:3]1[S:8][C:11]1[NH:12][CH:13]=[CH:14][CH:15]=1. The catalyst class is: 7. (3) Reactant: [C:1]([C@H:3]1[CH2:7][CH2:6][CH2:5][N:4]1[C:8]([O:10]C(C)(C)C)=O)#[N:2].FC(F)(F)C(O)=O.[CH2:22]([C:34]1[CH:42]=[CH:41][C:37](C(O)=O)=[CH:36][CH:35]=1)[CH2:23][CH2:24][CH2:25][CH2:26][CH2:27][CH2:28][CH2:29][CH2:30][CH2:31][CH2:32][CH3:33].C1CN([P+](ON2N=NC3C=CC=CC2=3)(N2CCCC2)N2CCCC2)CC1.F[P-](F)(F)(F)(F)F.C(N(CC)C(C)C)(C)C. Product: [CH2:22]([C:34]1[CH:35]=[CH:36][C:37]([C:8]([N:4]2[CH2:5][CH2:6][CH2:7][C@@H:3]2[C:1]#[N:2])=[O:10])=[CH:41][CH:42]=1)[CH2:23][CH2:24][CH2:25][CH2:26][CH2:27][CH2:28][CH2:29][CH2:30][CH2:31][CH2:32][CH3:33]. The catalyst class is: 4. (4) Reactant: [Br:1][C:2]1[CH:7]=[CH:6][C:5]([C:8]#[CH:9])=[CH:4][CH:3]=1.[CH3:10][Si]([N-][Si](C)(C)C)(C)C.[Na+].CI.O. Product: [Br:1][C:2]1[CH:7]=[CH:6][C:5]([C:8]#[C:9][CH3:10])=[CH:4][CH:3]=1. The catalyst class is: 7.